This data is from Catalyst prediction with 721,799 reactions and 888 catalyst types from USPTO. The task is: Predict which catalyst facilitates the given reaction. (1) Reactant: [OH:1][C@@H:2]([CH2:8][CH2:9][I:10])[C:3]([O:5][CH2:6][CH3:7])=[O:4].N1C(C)=CC=CC=1C.FC(F)(F)S(O[Si:25]([CH2:30][CH3:31])([CH2:28][CH3:29])[CH2:26][CH3:27])(=O)=O. Product: [I:10][CH2:9][CH2:8][C@H:2]([O:1][Si:25]([CH2:30][CH3:31])([CH2:28][CH3:29])[CH2:26][CH3:27])[C:3]([O:5][CH2:6][CH3:7])=[O:4]. The catalyst class is: 2. (2) Reactant: [F:1][C:2]1[CH:7]=[CH:6][C:5]([C:8]2[CH:13]=[CH:12][CH:11]=[C:10]([S:14](Cl)(=[O:16])=[O:15])[CH:9]=2)=[CH:4][CH:3]=1.[CH3:18][O:19][C:20]1[CH:26]=[C:25]([N+:27]([O-:29])=[O:28])[CH:24]=[CH:23][C:21]=1[NH2:22].N1C=CC=CC=1. Product: [CH3:18][O:19][C:20]1[CH:26]=[C:25]([N+:27]([O-:29])=[O:28])[CH:24]=[CH:23][C:21]=1[NH:22][S:14]([C:10]1[CH:9]=[C:8]([C:5]2[CH:6]=[CH:7][C:2]([F:1])=[CH:3][CH:4]=2)[CH:13]=[CH:12][CH:11]=1)(=[O:16])=[O:15]. The catalyst class is: 2. (3) Reactant: [C:1]([N:4]1[CH:9]([CH3:10])[CH2:8][N:7]([C:11]2[CH:18]=[CH:17][C:14]([CH:15]=O)=[CH:13][CH:12]=2)[CH2:6][CH:5]1[CH3:19])(=[O:3])[CH3:2].OS([O-])=O.[Na+].CC1C=CC(S(O)(=O)=O)=CC=1.[NH2:36][C:37]1[CH:45]=[C:44]([O:46][CH3:47])[CH:43]=[C:42]([O:48][CH3:49])[C:38]=1[C:39]([NH2:41])=[O:40]. Product: [C:1]([N:4]1[C@@H:9]([CH3:10])[CH2:8][N:7]([C:11]2[CH:18]=[CH:17][C:14]([C:15]3[NH:41][C:39](=[O:40])[C:38]4[C:37](=[CH:45][C:44]([O:46][CH3:47])=[CH:43][C:42]=4[O:48][CH3:49])[N:36]=3)=[CH:13][CH:12]=2)[CH2:6][C@H:5]1[CH3:19])(=[O:3])[CH3:2]. The catalyst class is: 287.